Dataset: Catalyst prediction with 721,799 reactions and 888 catalyst types from USPTO. Task: Predict which catalyst facilitates the given reaction. (1) Reactant: [F:1][C:2]1[CH:7]=[CH:6][CH:5]=[C:4]([F:8])[C:3]=1[C:9]1[CH:13]=[CH:12][NH:11][N:10]=1.Cl[CH2:15][C:16]#[N:17].C(=O)([O-])[O-].[K+].[K+]. Product: [C:16]([CH2:15][N:11]1[CH:12]=[CH:13][C:9]([C:3]2[C:4]([F:8])=[CH:5][CH:6]=[CH:7][C:2]=2[F:1])=[N:10]1)#[N:17]. The catalyst class is: 10. (2) Reactant: [C:1]([O:5][C:6](=[O:25])[NH:7][C@H:8]1[CH2:14][CH2:13][C@@H:12]([O:15][Si](C(C)(C)C)(C)C)[CH2:11][N:10]([CH3:23])[C:9]1=[O:24])([CH3:4])([CH3:3])[CH3:2].[F-].C([N+](CCCC)(CCCC)CCCC)CCC.O. Product: [C:1]([O:5][C:6](=[O:25])[NH:7][C@H:8]1[CH2:14][CH2:13][C@@H:12]([OH:15])[CH2:11][N:10]([CH3:23])[C:9]1=[O:24])([CH3:4])([CH3:2])[CH3:3]. The catalyst class is: 1. (3) Reactant: [O:1]=[C:2]1[CH2:7][NH:6][CH2:5][CH2:4][N:3]1[CH:8]1[CH2:17][CH2:16][C:15]2[CH:14]=[C:13]([C:18]#[N:19])[CH:12]=[CH:11][C:10]=2[CH2:9]1.Br[CH2:21][CH2:22][C:23]1[CH:28]=[CH:27][C:26]([N+]([O-])=O)=[CH:25][CH:24]=1.C([O-])([O-])=O.[K+].[K+].[CH3:38][N:39](C=O)C. Product: [C:38]([C:26]1[CH:27]=[CH:28][C:23]([CH2:22][CH2:21][N:6]2[CH2:5][CH2:4][N:3]([CH:8]3[CH2:17][CH2:16][C:15]4[CH:14]=[C:13]([C:18]#[N:19])[CH:12]=[CH:11][C:10]=4[CH2:9]3)[C:2](=[O:1])[CH2:7]2)=[CH:24][CH:25]=1)#[N:39]. The catalyst class is: 682. (4) Reactant: [CH3:1][C@H:2]1[C@@H:7]([N:8]([C:10]2[N:18]=[CH:17][N:16]=[C:15]3[C:11]=2[CH:12]=[CH:13][NH:14]3)[CH3:9])[CH2:6][N:5]([C:19]([CH2:21][C:22]#[N:23])=[O:20])[CH2:4][CH2:3]1.Cl.O.[C:26]([OH:38])(=[O:37])[CH2:27][C:28]([CH2:33][C:34]([OH:36])=[O:35])([C:30]([OH:32])=[O:31])[OH:29].C(=O)([O-])[O-].[K+].[K+]. Product: [CH3:1][C@H:2]1[C@@H:7]([N:8]([C:10]2[N:18]=[CH:17][N:16]=[C:15]3[C:11]=2[CH:12]=[CH:13][NH:14]3)[CH3:9])[CH2:6][N:5]([C:19]([CH2:21][C:22]#[N:23])=[O:20])[CH2:4][CH2:3]1.[CH2:33]([C:28]([OH:29])([C:30]([OH:32])=[O:31])[CH2:27][C:26]([OH:38])=[O:37])[C:34]([OH:36])=[O:35]. The catalyst class is: 6. (5) Reactant: [CH:1](=[O:10])/[CH:2]=[CH:3]/[C:4]1[CH:9]=[CH:8][CH:7]=[CH:6][CH:5]=1.C1(C)C=CC(S([CH2:20][N+:21]#[C-:22])(=O)=O)=CC=1.C(=O)([O-])[O-].[K+].[K+]. Product: [CH:2](/[C:1]1[O:10][CH:22]=[N:21][CH:20]=1)=[CH:3]\[C:4]1[CH:9]=[CH:8][CH:7]=[CH:6][CH:5]=1. The catalyst class is: 5. (6) Reactant: [OH-].[Na+].[CH:3]1[C:13]2[C:12]3=[CH:14][C:15]4[CH:16]=[CH:17][C:18]([C:21]([O:23]C)=[O:22])=[CH:19][C:20]=4[N:11]3[CH2:10][CH:9]=[CH:8][C:7]=2[CH:6]=[CH:5][CH:4]=1.Cl. Product: [CH:3]1[C:13]2[C:12]3=[CH:14][C:15]4[CH:16]=[CH:17][C:18]([C:21]([OH:23])=[O:22])=[CH:19][C:20]=4[N:11]3[CH2:10][CH:9]=[CH:8][C:7]=2[CH:6]=[CH:5][CH:4]=1. The catalyst class is: 36. (7) Reactant: [Cl:1][C:2]1[N:10]=[CH:9][C:8](C)=[CH:7][C:3]=1[C:4]([OH:6])=O.[CH3:12]CN=C=NCCCN(C)C.C1C=C2N=NN(O)C2=CC=1.O.[C:34]([NH2:43])([C:37]1[CH:42]=[CH:41][CH:40]=[CH:39][CH:38]=1)([CH3:36])[CH3:35]. Product: [Cl:1][C:2]1[N:10]=[C:9]([CH3:12])[CH:8]=[CH:7][C:3]=1[C:4]([NH:43][C:34]([CH3:36])([C:37]1[CH:42]=[CH:41][CH:40]=[CH:39][CH:38]=1)[CH3:35])=[O:6]. The catalyst class is: 18.